Binary Classification. Given a T-cell receptor sequence (or CDR3 region) and an epitope sequence, predict whether binding occurs between them. From a dataset of TCR-epitope binding with 47,182 pairs between 192 epitopes and 23,139 TCRs. The epitope is FVDGVPFVV. The TCR CDR3 sequence is CASSGDENIQYF. Result: 0 (the TCR does not bind to the epitope).